From a dataset of Full USPTO retrosynthesis dataset with 1.9M reactions from patents (1976-2016). Predict the reactants needed to synthesize the given product. (1) Given the product [Cl:16][C:17]1[CH:18]=[C:19]2[C:24](=[CH:25][CH:26]=1)[N:23]=[CH:22][CH:21]=[C:20]2[CH2:27][N:12]1[C:29]([C:31]2[N:32]=[C:33]([NH:37][C:38](=[O:44])[O:39][C:40]([CH3:42])([CH3:41])[CH3:43])[S:34][C:35]=2[CH3:36])=[C:9]2[C:10]([N:5]([CH2:4][CH:1]3[CH2:2][CH2:3]3)[C:6](=[O:15])[N:7]([CH3:14])[C:8]2=[O:13])=[N:11]1, predict the reactants needed to synthesize it. The reactants are: [CH:1]1([CH2:4][N:5]2[C:10]([NH:11][NH2:12])=[CH:9][C:8](=[O:13])[N:7]([CH3:14])[C:6]2=[O:15])[CH2:3][CH2:2]1.[Cl:16][C:17]1[CH:18]=[C:19]2[C:24](=[CH:25][CH:26]=1)[N:23]=[CH:22][CH:21]=[C:20]2[CH:27]=O.[CH:29]([C:31]1[N:32]=[C:33]([NH:37][C:38](=[O:44])[O:39][C:40]([CH3:43])([CH3:42])[CH3:41])[S:34][C:35]=1[CH3:36])=O. (2) Given the product [C:27]([O:31][C:32](=[O:37])[C:33]([CH3:35])([S:1][C:2]1[S:3][CH:4]=[C:5]([CH2:7][CH2:8][CH2:9][N:10]2[C:11](=[O:20])[C:12]3=[CH:19][CH:18]=[CH:17][CH:16]=[C:13]3[C:14]2=[O:15])[N:6]=1)[CH3:34])([CH3:30])([CH3:29])[CH3:28], predict the reactants needed to synthesize it. The reactants are: [SH:1][C:2]1[S:3][CH:4]=[C:5]([CH2:7][CH2:8][CH2:9][N:10]2[C:14](=[O:15])[C:13]3=[CH:16][CH:17]=[CH:18][CH:19]=[C:12]3[C:11]2=[O:20])[N:6]=1.C(=O)([O-])[O-].[K+].[K+].[C:27]([O:31][C:32](=[O:37])[C:33](Br)([CH3:35])[CH3:34])([CH3:30])([CH3:29])[CH3:28]. (3) Given the product [N+:11]([C:3]1[CH:4]=[C:5]([N+:8]([O-:10])=[O:9])[CH:6]=[CH:7][C:2]=1[NH:14][C:15]1[CH:20]=[CH:19][C:18]([CH2:21][CH2:22][OH:23])=[CH:17][CH:16]=1)([O-:13])=[O:12], predict the reactants needed to synthesize it. The reactants are: Cl[C:2]1[CH:7]=[CH:6][C:5]([N+:8]([O-:10])=[O:9])=[CH:4][C:3]=1[N+:11]([O-:13])=[O:12].[NH2:14][C:15]1[CH:20]=[CH:19][C:18]([CH2:21][CH2:22][OH:23])=[CH:17][CH:16]=1. (4) The reactants are: [CH3:1][O:2][CH2:3][CH2:4]Br.[NH:6]1[CH:10]=[N:9][CH:8]=[N:7]1.C(=O)([O-])[O-].[K+].[K+]. Given the product [CH3:1][O:2][CH2:3][CH2:4][N:6]1[CH:10]=[N:9][CH:8]=[N:7]1, predict the reactants needed to synthesize it.